From a dataset of NCI-60 drug combinations with 297,098 pairs across 59 cell lines. Regression. Given two drug SMILES strings and cell line genomic features, predict the synergy score measuring deviation from expected non-interaction effect. (1) Cell line: NCI/ADR-RES. Drug 1: CC1=C(N=C(N=C1N)C(CC(=O)N)NCC(C(=O)N)N)C(=O)NC(C(C2=CN=CN2)OC3C(C(C(C(O3)CO)O)O)OC4C(C(C(C(O4)CO)O)OC(=O)N)O)C(=O)NC(C)C(C(C)C(=O)NC(C(C)O)C(=O)NCCC5=NC(=CS5)C6=NC(=CS6)C(=O)NCCC[S+](C)C)O. Synergy scores: CSS=62.4, Synergy_ZIP=-0.955, Synergy_Bliss=-3.75, Synergy_Loewe=-27.6, Synergy_HSA=-4.56. Drug 2: CC(C)NC(=O)C1=CC=C(C=C1)CNNC.Cl. (2) Drug 1: C1CN1C2=NC(=NC(=N2)N3CC3)N4CC4. Drug 2: CC12CCC3C(C1CCC2OP(=O)(O)O)CCC4=C3C=CC(=C4)OC(=O)N(CCCl)CCCl.[Na+]. Cell line: NCI/ADR-RES. Synergy scores: CSS=20.8, Synergy_ZIP=-0.366, Synergy_Bliss=0.634, Synergy_Loewe=-25.8, Synergy_HSA=-0.950. (3) Drug 1: CC1=C(C=C(C=C1)NC(=O)C2=CC=C(C=C2)CN3CCN(CC3)C)NC4=NC=CC(=N4)C5=CN=CC=C5. Drug 2: C1=CC=C(C=C1)NC(=O)CCCCCCC(=O)NO. Cell line: IGROV1. Synergy scores: CSS=4.58, Synergy_ZIP=-2.73, Synergy_Bliss=-1.99, Synergy_Loewe=-14.1, Synergy_HSA=-5.06. (4) Drug 1: C1=CN(C(=O)N=C1N)C2C(C(C(O2)CO)O)O.Cl. Drug 2: CC(C)NC(=O)C1=CC=C(C=C1)CNNC.Cl. Cell line: SK-MEL-5. Synergy scores: CSS=20.3, Synergy_ZIP=-4.63, Synergy_Bliss=-0.0482, Synergy_Loewe=-9.82, Synergy_HSA=0.842. (5) Drug 1: CC12CCC(CC1=CCC3C2CCC4(C3CC=C4C5=CN=CC=C5)C)O. Drug 2: CC12CCC3C(C1CCC2OP(=O)(O)O)CCC4=C3C=CC(=C4)OC(=O)N(CCCl)CCCl.[Na+]. Cell line: NCI-H522. Synergy scores: CSS=-1.16, Synergy_ZIP=-6.38, Synergy_Bliss=-14.0, Synergy_Loewe=-15.9, Synergy_HSA=-14.4. (6) Drug 1: CC1C(C(CC(O1)OC2CC(OC(C2O)C)OC3=CC4=CC5=C(C(=O)C(C(C5)C(C(=O)C(C(C)O)O)OC)OC6CC(C(C(O6)C)O)OC7CC(C(C(O7)C)O)OC8CC(C(C(O8)C)O)(C)O)C(=C4C(=C3C)O)O)O)O. Drug 2: CC1=C(N=C(N=C1N)C(CC(=O)N)NCC(C(=O)N)N)C(=O)NC(C(C2=CN=CN2)OC3C(C(C(C(O3)CO)O)O)OC4C(C(C(C(O4)CO)O)OC(=O)N)O)C(=O)NC(C)C(C(C)C(=O)NC(C(C)O)C(=O)NCCC5=NC(=CS5)C6=NC(=CS6)C(=O)NCCC[S+](C)C)O. Cell line: SR. Synergy scores: CSS=78.5, Synergy_ZIP=-0.0811, Synergy_Bliss=-0.464, Synergy_Loewe=-1.47, Synergy_HSA=0.0695. (7) Drug 1: C1CC(C1)(C(=O)O)C(=O)O.[NH2-].[NH2-].[Pt+2]. Drug 2: C1CCC(C(C1)N)N.C(=O)(C(=O)[O-])[O-].[Pt+4]. Cell line: UACC-257. Synergy scores: CSS=7.44, Synergy_ZIP=-3.60, Synergy_Bliss=-1.40, Synergy_Loewe=0.0284, Synergy_HSA=0.133. (8) Drug 1: CC(CN1CC(=O)NC(=O)C1)N2CC(=O)NC(=O)C2. Drug 2: CNC(=O)C1=NC=CC(=C1)OC2=CC=C(C=C2)NC(=O)NC3=CC(=C(C=C3)Cl)C(F)(F)F. Cell line: SNB-75. Synergy scores: CSS=4.83, Synergy_ZIP=-3.60, Synergy_Bliss=-2.58, Synergy_Loewe=-8.01, Synergy_HSA=-4.19. (9) Drug 1: C1=NC2=C(N=C(N=C2N1C3C(C(C(O3)CO)O)O)F)N. Drug 2: CCN(CC)CCCC(C)NC1=C2C=C(C=CC2=NC3=C1C=CC(=C3)Cl)OC. Cell line: NCI-H522. Synergy scores: CSS=13.1, Synergy_ZIP=-4.78, Synergy_Bliss=-0.692, Synergy_Loewe=-5.34, Synergy_HSA=-0.602. (10) Drug 1: CCC1(CC2CC(C3=C(CCN(C2)C1)C4=CC=CC=C4N3)(C5=C(C=C6C(=C5)C78CCN9C7C(C=CC9)(C(C(C8N6C=O)(C(=O)OC)O)OC(=O)C)CC)OC)C(=O)OC)O.OS(=O)(=O)O. Drug 2: CC1=C(C=C(C=C1)C(=O)NC2=CC(=CC(=C2)C(F)(F)F)N3C=C(N=C3)C)NC4=NC=CC(=N4)C5=CN=CC=C5. Cell line: KM12. Synergy scores: CSS=18.7, Synergy_ZIP=7.52, Synergy_Bliss=15.3, Synergy_Loewe=1.04, Synergy_HSA=9.25.